This data is from Choline transporter screen with 302,306 compounds. The task is: Binary Classification. Given a drug SMILES string, predict its activity (active/inactive) in a high-throughput screening assay against a specified biological target. (1) The molecule is O1c2c(OCC1)ccc(NC(=O)COc1cc(ccc1)C)c2. The result is 0 (inactive). (2) The molecule is Clc1ccc(S(=O)(=O)N(CC(=O)NCC2OCCC2)c2cc(c(cc2)C)C)cc1. The result is 0 (inactive). (3) The result is 0 (inactive). The compound is Brc1c(cc(OC)c(OC)c1OC)C(=O)NCCOc1ccc(F)cc1. (4) The drug is S(Cc1nc2n(cc(cc2)C)c(=O)c1)c1sc(Nc2ccc(cc2)C)nn1. The result is 0 (inactive). (5) The compound is s1c(NCCn2c3c(nc2C(F)(F)F)cc(cc3)C(F)(F)F)nc(c2ccc(cc2)C)c1. The result is 0 (inactive). (6) The molecule is S(=O)(=O)(NC(C(C)C)C(=O)N1CCOCCOCCOCC1)c1ccc(cc1)C. The result is 0 (inactive). (7) The molecule is O(C1CCN(CC1)CCc1ccccc1)c1ccc(cc1)C(=O)N(Cc1cn(nc1)C)C. The result is 0 (inactive). (8) The molecule is N(c1ccc(cc1)/C=N\n1nnnc1N)(CC)C. The result is 0 (inactive).